This data is from Forward reaction prediction with 1.9M reactions from USPTO patents (1976-2016). The task is: Predict the product of the given reaction. (1) Given the reactants [C:1]([CH2:3][C:4]([C:6]1[CH:11]=[CH:10][C:9]([N+:12]([O-:14])=[O:13])=[CH:8][CH:7]=1)=O)#[N:2].[C:15]1(C)[CH:20]=[CH:19][CH:18]=[CH:17][C:16]=1[NH:21][NH2:22].[CH2:24](N(CC)CC)C.CCOC(C)=O, predict the reaction product. The product is: [C:19]1([CH3:24])[CH:20]=[CH:15][C:16]([N:21]2[C:1]([NH2:2])=[CH:3][C:4]([C:6]3[CH:11]=[CH:10][C:9]([N+:12]([O-:14])=[O:13])=[CH:8][CH:7]=3)=[N:22]2)=[CH:17][CH:18]=1. (2) The product is: [N:5]1[C:6]2[CH:7]=[C:8]([C:13]([O:15][CH3:16])=[O:14])[N:9]=[CH:10][C:11]=2[NH:12][N:1]=1. Given the reactants [N:1]([O-])=O.[Na+].[NH2:5][C:6]1[C:11]([NH2:12])=[CH:10][N:9]=[C:8]([C:13]([O:15][CH3:16])=[O:14])[CH:7]=1, predict the reaction product. (3) The product is: [CH3:14][O:15][C:16]1[CH:21]=[CH:20][C:19]([CH2:22][CH2:23][C:24]2[O:11][C:10]([C:8]3[CH:7]=[CH:6][C:5]4[N:4]([CH:3]=[CH:2][N:1]=4)[CH:9]=3)=[N:12][N:13]=2)=[CH:18][C:17]=1[C:27]([F:28])([F:30])[F:29]. Given the reactants [N:1]1[CH:2]=[CH:3][N:4]2[CH:9]=[C:8]([C:10]([NH:12][NH2:13])=[O:11])[CH:7]=[CH:6][C:5]=12.[CH3:14][O:15][C:16]1[CH:21]=[CH:20][C:19]([CH2:22][CH2:23][C:24](O)=O)=[CH:18][C:17]=1[C:27]([F:30])([F:29])[F:28], predict the reaction product.